Dataset: Reaction yield outcomes from USPTO patents with 853,638 reactions. Task: Predict the reaction yield, written as a fraction of the theoretical maximum amount of product (1.0 means a 100% yield; for example, 0.34 means a 34% yield). (1) The reactants are [CH2:1]([O:8][C:9](=[O:24])[NH:10][C@@H:11]1[CH2:14][N:13](C2C=CC(OC)=CC=2)[C:12]1=[O:23])[C:2]1[CH:7]=[CH:6][CH:5]=[CH:4][CH:3]=1.O=[N+]([O-])[O-].[O-][N+](=O)[O-].[O-][N+](=O)[O-].[O-][N+](=O)[O-].[O-][N+](=O)[O-].[O-][N+](=O)[O-].[Ce+4].[NH4+].[NH4+].C([O-])(O)=O.[Na+].CCOC(C)=O. The catalyst is CC#N.O. The product is [CH2:1]([O:8][C:9](=[O:24])[NH:10][C@@H:11]1[CH2:14][NH:13][C:12]1=[O:23])[C:2]1[CH:3]=[CH:4][CH:5]=[CH:6][CH:7]=1. The yield is 0.740. (2) The reactants are [CH:1]1([C:4]2[CH:15]=[C:14]([F:16])[C:7]3[C:8](=[O:13])[NH:9][CH2:10][CH2:11][O:12][C:6]=3[CH:5]=2)[CH2:3][CH2:2]1.[Br:17][C:18]1[CH:25]=[CH:24][CH:23]=[C:22](Br)[C:19]=1[CH:20]=[O:21].C(=O)([O-])[O-].[K+].[K+]. The catalyst is CN(C)C=O.O.[Cu]I. The product is [Br:17][C:18]1[CH:25]=[CH:24][CH:23]=[C:22]([N:9]2[C:8](=[O:13])[C:7]3[C:14]([F:16])=[CH:15][C:4]([CH:1]4[CH2:3][CH2:2]4)=[CH:5][C:6]=3[O:12][CH2:11][CH2:10]2)[C:19]=1[CH:20]=[O:21]. The yield is 0.350.